Dataset: Full USPTO retrosynthesis dataset with 1.9M reactions from patents (1976-2016). Task: Predict the reactants needed to synthesize the given product. The reactants are: [CH2:1]([C@@H:3]1[CH2:7][C@H:6]([CH2:8][CH2:9]OS(C)(=O)=O)[CH2:5][C@@H:4]1[C:15]([O:17][CH2:18][CH3:19])=[O:16])[CH3:2].[C-:20]#[N:21].[Na+].O. Given the product [C:20]([CH2:9][CH2:8][CH:6]1[CH2:5][CH:4]([C:15]([O:17][CH2:18][CH3:19])=[O:16])[CH:3]([CH2:1][CH3:2])[CH2:7]1)#[N:21], predict the reactants needed to synthesize it.